From a dataset of Forward reaction prediction with 1.9M reactions from USPTO patents (1976-2016). Predict the product of the given reaction. (1) The product is: [Br:6][C:7]1[CH:16]=[CH:15][C:14]([N+:1]([O-:4])=[O:2])=[C:13]2[C:8]=1[CH:9]=[CH:10][CH:11]=[N:12]2. Given the reactants [N+:1]([O-:4])([O-])=[O:2].[K+].[Br:6][C:7]1[CH:16]=[CH:15][CH:14]=[C:13]2[C:8]=1[CH:9]=[CH:10][CH:11]=[N:12]2.OS(O)(=O)=O, predict the reaction product. (2) Given the reactants II.Br[CH2:4][CH2:5][CH2:6][CH2:7][CH2:8][CH2:9][CH2:10][CH3:11].Br[CH2:13][CH2:14][CH2:15][CH2:16][CH2:17][CH2:18][CH2:19][CH2:20][CH2:21][CH2:22][O:23][CH2:24][C:25]1[CH:30]=[CH:29][CH:28]=[CH:27][CH:26]=1.C1C[O:34]CC1, predict the reaction product. The product is: [CH2:24]([O:23][CH2:22][CH2:21][CH2:20][CH2:19][CH2:18][CH2:17][CH2:16][CH2:15][CH2:14][CH:13]([OH:34])[CH2:4][CH2:5][CH2:6][CH2:7][CH2:8][CH2:9][CH2:10][CH3:11])[C:25]1[CH:30]=[CH:29][CH:28]=[CH:27][CH:26]=1. (3) Given the reactants [Si:1]([O:8][CH2:9][C:10]1[CH:11]=[C:12]([NH:16][C:17](=[O:25])OC2C=CC=CC=2)[CH:13]=[N:14][CH:15]=1)([C:4]([CH3:7])([CH3:6])[CH3:5])([CH3:3])[CH3:2].[C:26]([C:30]1[CH:34]=[C:33]([CH2:35][NH2:36])[N:32]([C:37]2[CH:42]=[CH:41][CH:40]=[C:39]([Cl:43])[CH:38]=2)[N:31]=1)([CH3:29])([CH3:28])[CH3:27], predict the reaction product. The product is: [C:26]([C:30]1[CH:34]=[C:33]([CH2:35][NH:36][C:17]([NH:16][C:12]2[CH:13]=[N:14][CH:15]=[C:10]([CH2:9][O:8][Si:1]([C:4]([CH3:5])([CH3:6])[CH3:7])([CH3:2])[CH3:3])[CH:11]=2)=[O:25])[N:32]([C:37]2[CH:42]=[CH:41][CH:40]=[C:39]([Cl:43])[CH:38]=2)[N:31]=1)([CH3:29])([CH3:27])[CH3:28]. (4) Given the reactants [CH3:1][C:2]1[CH:7]=[C:6]([CH2:8][CH2:9][C:10]2[S:14][C:13]([C:15]3[CH:20]=[CH:19][C:18]([C:21]([F:24])([F:23])[F:22])=[CH:17][CH:16]=3)=[N:12][C:11]=2[CH3:25])[CH:5]=[CH:4][C:3]=1[OH:26].Br[CH2:28][CH2:29][CH2:30][CH2:31][C:32]([O:34][CH3:35])=[O:33], predict the reaction product. The product is: [CH3:1][C:2]1[CH:7]=[C:6]([CH2:8][CH2:9][C:10]2[S:14][C:13]([C:15]3[CH:20]=[CH:19][C:18]([C:21]([F:24])([F:23])[F:22])=[CH:17][CH:16]=3)=[N:12][C:11]=2[CH3:25])[CH:5]=[CH:4][C:3]=1[O:26][CH2:28][CH2:29][CH2:30][CH2:31][C:32]([O:34][CH3:35])=[O:33].